Dataset: Forward reaction prediction with 1.9M reactions from USPTO patents (1976-2016). Task: Predict the product of the given reaction. (1) Given the reactants [Cl:1][C:2]1[CH:3]=[C:4]([F:30])[C:5]([C:24]2[N:25]=[N:26][N:27]([CH3:29])[N:28]=2)=[C:6]([C:8]2[CH:9]=[CH:10][C:11]3[CH:15]([NH:16][C:17]([C:19]4([NH2:22])[CH2:21][CH2:20]4)=[O:18])[CH2:14][S:13][C:12]=3[CH:23]=2)[CH:7]=1.[CH3:31][O:32][C:33]1[CH:37]=[C:36]([C:38](O)=[O:39])[O:35][N:34]=1, predict the reaction product. The product is: [Cl:1][C:2]1[CH:3]=[C:4]([F:30])[C:5]([C:24]2[N:25]=[N:26][N:27]([CH3:29])[N:28]=2)=[C:6]([C:8]2[CH:9]=[CH:10][C:11]3[CH:15]([NH:16][C:17]([C:19]4([NH:22][C:38]([C:36]5[O:35][N:34]=[C:33]([O:32][CH3:31])[CH:37]=5)=[O:39])[CH2:21][CH2:20]4)=[O:18])[CH2:14][S:13][C:12]=3[CH:23]=2)[CH:7]=1. (2) Given the reactants CN(C)[CH:3]=[O:4].P(Cl)(Cl)([Cl:8])=O.O=[C:12]1[CH2:17][CH2:16][N:15]([C:18]([O:20][C:21]([CH3:24])([CH3:23])[CH3:22])=[O:19])[CH2:14][CH2:13]1.C([O-])(=O)C.[Na+], predict the reaction product. The product is: [Cl:8][C:12]1[CH2:17][CH2:16][N:15]([C:18]([O:20][C:21]([CH3:24])([CH3:23])[CH3:22])=[O:19])[CH2:14][C:13]=1[CH:3]=[O:4]. (3) Given the reactants Cl[C:2]1[N:7]=[C:6]([CH2:8][O:9][C:10]2[CH:11]=[C:12]([C@H:16]([CH:22]3[CH2:24][CH2:23]3)[CH2:17][C:18]([O:20][CH3:21])=[O:19])[CH:13]=[CH:14][CH:15]=2)[CH:5]=[N:4][C:3]=1[C:25]1[CH:30]=[C:29]([O:31][CH3:32])[CH:28]=[CH:27][C:26]=1[F:33].[NH:34]1[CH2:39][CH2:38][O:37][CH2:36][CH2:35]1, predict the reaction product. The product is: [CH:22]1([C@@H:16]([C:12]2[CH:13]=[CH:14][CH:15]=[C:10]([O:9][CH2:8][C:6]3[CH:5]=[N:4][C:3]([C:25]4[CH:30]=[C:29]([O:31][CH3:32])[CH:28]=[CH:27][C:26]=4[F:33])=[C:2]([N:34]4[CH2:39][CH2:38][O:37][CH2:36][CH2:35]4)[N:7]=3)[CH:11]=2)[CH2:17][C:18]([O:20][CH3:21])=[O:19])[CH2:24][CH2:23]1. (4) Given the reactants [Cl:1][C:2]1[CH:47]=[CH:46][C:5]([CH2:6][C@@H:7]([NH:31][C@@H:32]2[CH2:37][CH2:36][C@H:35]([NH:38]C(=O)OC(C)(C)C)[CH2:34][CH2:33]2)[C:8]([N:10]2[CH2:15][CH2:14][CH:13]([N:16]([CH:24]3[CH2:30][CH2:29][CH2:28][CH2:27][CH2:26][CH2:25]3)[C:17]([N:19]([CH2:22][CH3:23])[CH2:20][CH3:21])=[O:18])[CH2:12][CH2:11]2)=[O:9])=[CH:4][CH:3]=1, predict the reaction product. The product is: [NH2:38][C@@H:35]1[CH2:36][CH2:37][C@H:32]([NH:31][C@@H:7]([C:8]([N:10]2[CH2:15][CH2:14][CH:13]([N:16]([CH:24]3[CH2:25][CH2:26][CH2:27][CH2:28][CH2:29][CH2:30]3)[C:17]([N:19]([CH2:20][CH3:21])[CH2:22][CH3:23])=[O:18])[CH2:12][CH2:11]2)=[O:9])[CH2:6][C:5]2[CH:4]=[CH:3][C:2]([Cl:1])=[CH:47][CH:46]=2)[CH2:33][CH2:34]1. (5) The product is: [CH:12]1([N:8]2[C:7](=[O:15])[C:6]3([CH3:20])[CH2:16][O:17][CH2:18][CH2:19][N:5]3[C:4]3[N:3]=[C:2]([C:35]4[CH:34]=[CH:33][C:32]([NH:31][C:29]([NH:28][CH3:27])=[O:30])=[CH:37][CH:36]=4)[N:11]=[CH:10][C:9]2=3)[CH2:14][CH2:13]1. Given the reactants Cl[C:2]1[N:11]=[CH:10][C:9]2[N:8]([CH:12]3[CH2:14][CH2:13]3)[C:7](=[O:15])[C:6]3([CH3:20])[CH2:16][O:17][CH2:18][CH2:19][N:5]3[C:4]=2[N:3]=1.O1CCOCC1.[CH3:27][NH:28][C:29]([NH:31][C:32]1[CH:37]=[CH:36][C:35](B2OC(C)(C)C(C)(C)O2)=[CH:34][CH:33]=1)=[O:30].C([O-])(O)=O.[Na+], predict the reaction product. (6) Given the reactants [CH3:1][O:2][C:3](=[O:32])[CH2:4][C@H:5]1[C:9]2[CH:10]=[CH:11][C:12]([O:14][C@H:15]3[C:23]4[C:18](=[C:19]([C:25]5[C:26](Br)=[N:27][CH:28]=[CH:29][CH:30]=5)[CH:20]=[CH:21][C:22]=4[F:24])[CH2:17][CH2:16]3)=[CH:13][C:8]=2[O:7][CH2:6]1.CC1(C)C(C)(C)OB([C:41]2[CH2:42][CH2:43][O:44][CH2:45][CH:46]=2)O1, predict the reaction product. The product is: [CH3:1][O:2][C:3](=[O:32])[CH2:4][C@H:5]1[C:9]2[CH:10]=[CH:11][C:12]([O:14][C@H:15]3[C:23]4[C:18](=[C:19]([C:25]5[C:26]([C:41]6[CH2:46][CH2:45][O:44][CH2:43][CH:42]=6)=[N:27][CH:28]=[CH:29][CH:30]=5)[CH:20]=[CH:21][C:22]=4[F:24])[CH2:17][CH2:16]3)=[CH:13][C:8]=2[O:7][CH2:6]1.[F:24][C:22]1[CH:21]=[CH:20][C:19]([C:25]2[C:26]([C:41]3[CH2:42][CH2:43][O:44][CH2:45][CH:46]=3)=[N:27][CH:28]=[CH:29][CH:30]=2)=[C:18]2[C:23]=1[C@H:15]([O:14][C:12]1[CH:11]=[CH:10][C:9]3[C@H:5]([CH2:4][C:3]([OH:32])=[O:2])[CH2:6][O:7][C:8]=3[CH:13]=1)[CH2:16][CH2:17]2.